From a dataset of Forward reaction prediction with 1.9M reactions from USPTO patents (1976-2016). Predict the product of the given reaction. Given the reactants C([O:3][C:4](=O)[CH2:5][N:6]([CH2:16][C:17]1[C:18]([NH2:24])=[N:19][CH:20]=[C:21]([Br:23])[CH:22]=1)[CH2:7][C:8]1[CH:13]=[CH:12][C:11]([O:14][CH3:15])=[CH:10][CH:9]=1)C.[H-].[Na+], predict the reaction product. The product is: [Br:23][C:21]1[CH:20]=[N:19][C:18]2[NH:24][C:4](=[O:3])[CH2:5][N:6]([CH2:7][C:8]3[CH:13]=[CH:12][C:11]([O:14][CH3:15])=[CH:10][CH:9]=3)[CH2:16][C:17]=2[CH:22]=1.